From a dataset of Reaction yield outcomes from USPTO patents with 853,638 reactions. Predict the reaction yield, written as a fraction of the theoretical maximum amount of product (1.0 means a 100% yield; for example, 0.34 means a 34% yield). (1) The reactants are [C:1]1([C:8]2[CH:13]=[CH:12][CH:11]=[CH:10][CH:9]=2)[CH:6]=[CH:5][C:4]([NH2:7])=[CH:3][CH:2]=1.[CH:14]1([O:17][C:18]2[CH:26]=[CH:25][C:21]([C:22](O)=[O:23])=[CH:20][C:19]=2[N+:27]([O-:29])=[O:28])[CH2:16][CH2:15]1.C1CN([P+](ON2N=NC3C=CC=CC2=3)(N2CCCC2)N2CCCC2)CC1.F[P-](F)(F)(F)(F)F.C(N(C(C)C)C(C)C)C. The catalyst is CN(C=O)C. The product is [C:1]1([C:8]2[CH:13]=[CH:12][CH:11]=[CH:10][CH:9]=2)[CH:2]=[CH:3][C:4]([NH:7][C:22](=[O:23])[C:21]2[CH:25]=[CH:26][C:18]([O:17][CH:14]3[CH2:16][CH2:15]3)=[C:19]([N+:27]([O-:29])=[O:28])[CH:20]=2)=[CH:5][CH:6]=1. The yield is 0.580. (2) The reactants are C([Sn](CCCC)(CCCC)[C:6]1[N:7]=[CH:8][N:9]([C:11]2[CH:16]=[C:15]([C:17]([F:20])([F:19])[F:18])[CH:14]=[C:13]([C:21]3[CH:26]=[CH:25][C:24]([C:27]([F:30])([F:29])[F:28])=[CH:23][CH:22]=3)[N:12]=2)[CH:10]=1)CCC.[C:39]([NH:43][S:44]([C:47]1[S:51][C:50](Cl)=[N:49][C:48]=1[CH3:53])(=[O:46])=[O:45])([CH3:42])([CH3:41])[CH3:40].CCCCCCC. The catalyst is C1(C)C=CC=CC=1. The product is [C:39]([NH:43][S:44]([C:47]1[S:51][C:50]([C:6]2[N:7]=[CH:8][N:9]([C:11]3[CH:16]=[C:15]([C:17]([F:20])([F:19])[F:18])[CH:14]=[C:13]([C:21]4[CH:22]=[CH:23][C:24]([C:27]([F:29])([F:30])[F:28])=[CH:25][CH:26]=4)[N:12]=3)[CH:10]=2)=[N:49][C:48]=1[CH3:53])(=[O:46])=[O:45])([CH3:42])([CH3:41])[CH3:40]. The yield is 0.590. (3) The reactants are C[O:2][C:3]1[CH:8]=[C:7]([C:9]([F:12])([F:11])[F:10])[CH:6]=[C:5]([N+:13]([O-:15])=[O:14])[CH:4]=1.B(Br)(Br)Br. The catalyst is C(Cl)Cl. The product is [N+:13]([C:5]1[CH:4]=[C:3]([OH:2])[CH:8]=[C:7]([C:9]([F:10])([F:11])[F:12])[CH:6]=1)([O-:15])=[O:14]. The yield is 0.370. (4) The reactants are [CH2:1]1[C:9]2[C:4](=[CH:5][C:6]([NH:10][NH2:11])=[CH:7][CH:8]=2)[CH2:3][CH2:2]1.[C:12](OCC)(=[O:17])[CH2:13][C:14]([CH3:16])=O. The catalyst is C(O)(=O)C. The product is [CH2:1]1[C:9]2[C:4](=[CH:5][C:6]([N:10]3[C:12](=[O:17])[CH2:13][C:14]([CH3:16])=[N:11]3)=[CH:7][CH:8]=2)[CH2:3][CH2:2]1. The yield is 0.623. (5) The reactants are [CH2:1]([N:8]([CH2:26][C:27]1[CH:32]=[CH:31][CH:30]=[CH:29][CH:28]=1)[C:9]1[C:10]([F:25])=[C:11]([C:16](=[O:24])[CH2:17][C:18]2[CH:23]=[CH:22][N:21]=[CH:20][CH:19]=2)[C:12]([F:15])=[CH:13][CH:14]=1)[C:2]1[CH:7]=[CH:6][CH:5]=[CH:4][CH:3]=1.C(=O)([O-])[O-].[K+].[K+].[C:39](=[S:41])=[S:40].Br[CH2:43]Br. The catalyst is CS(C)=O.O. The product is [CH2:26]([N:8]([CH2:1][C:2]1[CH:3]=[CH:4][CH:5]=[CH:6][CH:7]=1)[C:9]1[C:10]([F:25])=[C:11]([C:16](=[O:24])[C:17](=[C:39]2[S:41][CH2:43][S:40]2)[C:18]2[CH:19]=[CH:20][N:21]=[CH:22][CH:23]=2)[C:12]([F:15])=[CH:13][CH:14]=1)[C:27]1[CH:32]=[CH:31][CH:30]=[CH:29][CH:28]=1. The yield is 0.490. (6) The reactants are [C:1]1([C:7]2[C:8](=[O:12])[O:9][CH2:10][CH:11]=2)[CH:6]=[CH:5][CH:4]=[CH:3][CH:2]=1.CC(C)(O)[C:15]#[N:16].CN(C)C(=N)N(C)C.Cl. The catalyst is CC#N. The product is [O:12]=[C:8]1[O:9][CH2:10][CH:11]([C:15]#[N:16])[CH:7]1[C:1]1[CH:2]=[CH:3][CH:4]=[CH:5][CH:6]=1. The yield is 0.560. (7) The reactants are Cl[C:2]1[N:7]=[C:6]([C:8]2[CH:13]=[C:12]([C:14]([F:17])([F:16])[F:15])[CH:11]=[C:10]([Cl:18])[CH:9]=2)[C:5]([CH3:19])=[CH:4][N:3]=1.[CH3:20][N:21]1[CH2:26][CH2:25][N:24]([CH2:27][C:28]2[CH:34]=[CH:33][C:31]([NH2:32])=[CH:30][CH:29]=2)[CH2:23][CH2:22]1. The catalyst is C(Cl)Cl.CO. The product is [Cl:18][C:10]1[CH:9]=[C:8]([C:6]2[C:5]([CH3:19])=[CH:4][N:3]=[C:2]([NH:32][C:31]3[CH:30]=[CH:29][C:28]([CH2:27][N:24]4[CH2:23][CH2:22][N:21]([CH3:20])[CH2:26][CH2:25]4)=[CH:34][CH:33]=3)[N:7]=2)[CH:13]=[C:12]([C:14]([F:17])([F:16])[F:15])[CH:11]=1. The yield is 0.760. (8) The reactants are [CH3:1][O:2][C:3]1[CH:4]=[C:5]2[C:10](=[CH:11][C:12]=1[O:13][CH2:14][CH:15]1[CH2:20][CH2:19][N:18]([CH3:21])[CH2:17][CH2:16]1)[N:9]=[CH:8][NH:7][C:6]2=O.CN(C=O)C.S(Cl)([Cl:30])=O. No catalyst specified. The product is [Cl:30][C:6]1[C:5]2[C:10](=[CH:11][C:12]([O:13][CH2:14][CH:15]3[CH2:20][CH2:19][N:18]([CH3:21])[CH2:17][CH2:16]3)=[C:3]([O:2][CH3:1])[CH:4]=2)[N:9]=[CH:8][N:7]=1. The yield is 0.980. (9) The reactants are [CH2:1]([O:3][C:4]([C:6]1[NH:7][CH:8]=[CH:9][C:10]=1[NH2:11])=[O:5])[CH3:2].Br[C:13]1[CH:14]=[C:15]([Cl:19])[CH:16]=[CH:17][CH:18]=1.C1C=CC(P(C2C(C3C(P(C4C=CC=CC=4)C4C=CC=CC=4)=CC=C4C=3C=CC=C4)=C3C(C=CC=C3)=CC=2)C2C=CC=CC=2)=CC=1.C(=O)([O-])[O-].[Cs+].[Cs+]. The catalyst is C1C=CC(/C=C/C(/C=C/C2C=CC=CC=2)=O)=CC=1.C1C=CC(/C=C/C(/C=C/C2C=CC=CC=2)=O)=CC=1.C1C=CC(/C=C/C(/C=C/C2C=CC=CC=2)=O)=CC=1.[Pd].[Pd].C(O)C. The product is [Cl:19][C:15]1[CH:14]=[C:13]([NH:11][C:10]2[CH:9]=[CH:8][NH:7][C:6]=2[C:4]([O:3][CH2:1][CH3:2])=[O:5])[CH:18]=[CH:17][CH:16]=1. The yield is 0.150. (10) The reactants are [N:1]1([CH:6]([C:10]2[CH:15]=[CH:14][C:13]([NH2:16])=[CH:12][CH:11]=2)[CH:7]([CH3:9])[CH3:8])[CH:5]=[CH:4][N:3]=[CH:2]1.O.[OH-].[Na+].[CH:20](O)=[O:21]. No catalyst specified. The product is [N:1]1([CH:6]([C:10]2[CH:11]=[CH:12][C:13]([NH:16][CH:20]=[O:21])=[CH:14][CH:15]=2)[CH:7]([CH3:9])[CH3:8])[CH:5]=[CH:4][N:3]=[CH:2]1. The yield is 0.866.